The task is: Predict the reaction yield, written as a fraction of the theoretical maximum amount of product (1.0 means a 100% yield; for example, 0.34 means a 34% yield).. This data is from Reaction yield outcomes from USPTO patents with 853,638 reactions. The reactants are Cl[C:2](Cl)([O:4]C(=O)OC(Cl)(Cl)Cl)Cl.[CH:13]([C:16]1[CH:22]=[CH:21][CH:20]=[CH:19][C:17]=1[NH2:18])([CH3:15])[CH3:14].[NH2:23][C:24]1[CH:25]=[C:26]2[C:31](=[CH:32][CH:33]=1)[CH2:30][N:29]([C:34]([O:36][C:37]([CH3:40])([CH3:39])[CH3:38])=[O:35])[CH2:28][CH2:27]2. The catalyst is C(N(CC)CC)C.ClCCl. The product is [C:37]([O:36][C:34]([N:29]1[CH2:28][CH2:27][C:26]2[C:31](=[CH:32][CH:33]=[C:24]([NH:23][C:2]([NH:18][C:17]3[CH:19]=[CH:20][CH:21]=[CH:22][C:16]=3[CH:13]([CH3:15])[CH3:14])=[O:4])[CH:25]=2)[CH2:30]1)=[O:35])([CH3:40])([CH3:39])[CH3:38]. The yield is 0.810.